Task: Predict the reaction yield, written as a fraction of the theoretical maximum amount of product (1.0 means a 100% yield; for example, 0.34 means a 34% yield).. Dataset: Reaction yield outcomes from USPTO patents with 853,638 reactions (1) The reactants are [CH:1]([C:3]1[C:12]2[C:7](=[CH:8][CH:9]=[CH:10][CH:11]=2)[C:6]([CH2:13][N:14]2[C:22](=[O:23])[C:21]3[C:16](=[CH:17][CH:18]=[CH:19][CH:20]=3)[C:15]2=[O:24])=[CH:5][CH:4]=1)=[CH2:2].Br[CH:26]([C:31]1[CH:36]=[C:35]([Cl:37])[C:34]([Cl:38])=[C:33]([Cl:39])[CH:32]=1)[C:27]([F:30])([F:29])[F:28].N1C=CC=CC=1C1C=CC=CN=1. The catalyst is ClC1C=CC=CC=1Cl.Cl[Cu]. The product is [F:30][C:27]([F:28])([F:29])[CH:26]([C:31]1[CH:32]=[C:33]([Cl:39])[C:34]([Cl:38])=[C:35]([Cl:37])[CH:36]=1)/[CH:2]=[CH:1]/[C:3]1[C:12]2[C:7](=[CH:8][CH:9]=[CH:10][CH:11]=2)[C:6]([CH2:13][N:14]2[C:22](=[O:23])[C:21]3[C:16](=[CH:17][CH:18]=[CH:19][CH:20]=3)[C:15]2=[O:24])=[CH:5][CH:4]=1. The yield is 0.560. (2) The product is [Cl:1][C:2]1[N:7]=[C:6]([Cl:8])[C:5]([NH:9][CH:11]([CH3:13])[CH3:10])=[CH:4][N:3]=1. The catalyst is ClCCl.[Ti](Cl)(Cl)(Cl)Cl. The yield is 0.740. The reactants are [Cl:1][C:2]1[N:7]=[C:6]([Cl:8])[C:5]([NH2:9])=[CH:4][N:3]=1.[CH3:10][C:11]([CH3:13])=O.C([BH3-])#N.[Na+]. (3) The product is [F:37][C:11]([C:7]1[CH:6]=[C:5]2[C:10](=[CH:9][CH:8]=1)[N:1]=[CH:2][CH:3]=[CH:4]2)([CH3:16])[C:12]([O:14][CH3:15])=[O:13]. The yield is 0.754. The reactants are [N:1]1[C:10]2[C:5](=[CH:6][C:7]([CH:11]([CH3:16])[C:12]([O:14][CH3:15])=[O:13])=[CH:8][CH:9]=2)[CH:4]=[CH:3][CH:2]=1.[Li+].C[Si]([N-][Si](C)(C)C)(C)C.C1C=CC(S(N(S(C2C=CC=CC=2)(=O)=O)[F:37])(=O)=O)=CC=1. The catalyst is C1COCC1. (4) The reactants are [C:1]1([C:7]2[O:8][C:9]3[N:10]=[CH:11][N:12]=[C:13](O)[C:14]=3[N:15]=2)[CH:6]=[CH:5][CH:4]=[CH:3][CH:2]=1.O=P(Cl)(Cl)[Cl:19]. No catalyst specified. The product is [Cl:19][C:13]1[C:14]2[N:15]=[C:7]([C:1]3[CH:6]=[CH:5][CH:4]=[CH:3][CH:2]=3)[O:8][C:9]=2[N:10]=[CH:11][N:12]=1. The yield is 0.670.